Dataset: Reaction yield outcomes from USPTO patents with 853,638 reactions. Task: Predict the reaction yield, written as a fraction of the theoretical maximum amount of product (1.0 means a 100% yield; for example, 0.34 means a 34% yield). (1) The reactants are [NH2:1][C@H:2]([C:4]1[N:13]([CH:14]2[CH2:16][CH2:15]2)[C:12](=[O:17])[C:11]2[C:6](=[CH:7][CH:8]=[CH:9][C:10]=2[Cl:18])[N:5]=1)[CH3:3].Cl[C:20]1[N:25]=[CH:24][N:23]=[C:22]([NH2:26])[C:21]=1[C:27]1[N:31]=[C:30]([CH2:32][CH3:33])[O:29][N:28]=1.CCN(C(C)C)C(C)C. The catalyst is CCCCO. The product is [NH2:26][C:22]1[N:23]=[CH:24][N:25]=[C:20]([NH:1][C@H:2]([C:4]2[N:13]([CH:14]3[CH2:16][CH2:15]3)[C:12](=[O:17])[C:11]3[C:6](=[CH:7][CH:8]=[CH:9][C:10]=3[Cl:18])[N:5]=2)[CH3:3])[C:21]=1[C:27]1[N:31]=[C:30]([CH2:32][CH3:33])[O:29][N:28]=1. The yield is 0.360. (2) The reactants are [Cl:1][C:2]1[CH:9]=[CH:8][C:5]([CH:6]=O)=[CH:4][CH:3]=1.[CH:10]1([CH2:13][NH2:14])[CH2:12][CH2:11]1.[Br:15][C:16]1[CH:25]=[C:24]2[C:19]([CH:20]=[CH:21][C:22]([OH:26])=[CH:23]2)=[CH:18][CH:17]=1. The catalyst is C(Cl)Cl. The product is [Br:15][C:16]1[CH:25]=[C:24]2[C:19]([CH:20]=[CH:21][C:22]([OH:26])=[C:23]2[CH:6]([C:5]2[CH:8]=[CH:9][C:2]([Cl:1])=[CH:3][CH:4]=2)[NH:14][CH2:13][CH:10]2[CH2:12][CH2:11]2)=[CH:18][CH:17]=1. The yield is 0.380.